This data is from Catalyst prediction with 721,799 reactions and 888 catalyst types from USPTO. The task is: Predict which catalyst facilitates the given reaction. (1) Reactant: [OH-].[Na+].C([O:5][C:6]([C:8]1[C:9]([NH:16][CH:17]2[CH2:21][CH2:20][CH2:19][CH2:18]2)=[N:10][C:11]([S:14][CH3:15])=[N:12][CH:13]=1)=[O:7])C.Cl. Product: [CH:17]1([NH:16][C:9]2[C:8]([C:6]([OH:7])=[O:5])=[CH:13][N:12]=[C:11]([S:14][CH3:15])[N:10]=2)[CH2:18][CH2:19][CH2:20][CH2:21]1. The catalyst class is: 14. (2) Reactant: C([N:8]1[CH2:12][C@@H:11]([CH:13]2[CH2:15][CH2:14]2)[C@H:10]([C:16]([O:18][CH2:19][CH3:20])=[O:17])[CH2:9]1)C1C=CC=CC=1.[CH3:33][C:32]([O:31][C:29](O[C:29]([O:31][C:32]([CH3:35])([CH3:34])[CH3:33])=[O:30])=[O:30])([CH3:35])[CH3:34]. Product: [CH:13]1([C@@H:11]2[CH2:12][N:8]([C:29]([O:31][C:32]([CH3:33])([CH3:34])[CH3:35])=[O:30])[CH2:9][C@H:10]2[C:16]([O:18][CH2:19][CH3:20])=[O:17])[CH2:14][CH2:15]1. The catalyst class is: 320. (3) Reactant: [N+:1]([C:4]1[CH:12]=[C:11]2[C:7]([CH:8]=[CH:9][NH:10]2)=[CH:6][CH:5]=1)([O-:3])=[O:2].[CH2:13]1OCCOCCOCCOCCOCCOC1.CC(C)([O-])C.[K+].CI. Product: [CH3:13][N:10]1[C:11]2[C:7](=[CH:6][CH:5]=[C:4]([N+:1]([O-:3])=[O:2])[CH:12]=2)[CH:8]=[CH:9]1. The catalyst class is: 7. (4) Reactant: Cl.[CH:2]([C:5]1[CH:6]=[C:7]([C:11]2([NH2:14])[CH2:13][CH2:12]2)[CH:8]=[CH:9][CH:10]=1)([CH3:4])[CH3:3].[Li+].[OH-].[C:17]([O:21][C:22](=[O:38])[NH:23][C@H:24]([C@H:35]1[CH2:37][O:36]1)[CH2:25][C:26]1[CH:31]=[CH:30][C:29]([N+:32]([O-:34])=[O:33])=[CH:28][CH:27]=1)([CH3:20])([CH3:19])[CH3:18]. Product: [C:17]([O:21][C:22](=[O:38])[NH:23][C@@H:24]([CH2:25][C:26]1[CH:27]=[CH:28][C:29]([N+:32]([O-:34])=[O:33])=[CH:30][CH:31]=1)[C@H:35]([OH:36])[CH2:37][NH:14][C:11]1([C:7]2[CH:8]=[CH:9][CH:10]=[C:5]([CH:2]([CH3:4])[CH3:3])[CH:6]=2)[CH2:13][CH2:12]1)([CH3:18])([CH3:19])[CH3:20]. The catalyst class is: 41. (5) Reactant: [C:1]([O:5][C:6]([N:8]1[CH2:13][CH2:12][N:11]([C:14]2[CH:19]=[CH:18][C:17]([O:20][CH2:21][C:22]([OH:27])([CH3:26])[CH2:23][CH2:24][OH:25])=[CH:16][CH:15]=2)[CH2:10][CH2:9]1)=[O:7])([CH3:4])([CH3:3])[CH3:2].[S:28](Cl)([C:31]1[CH:37]=[CH:36][C:34]([CH3:35])=[CH:33][CH:32]=1)(=[O:30])=[O:29].C(N(CC)CC)C. Product: [C:1]([O:5][C:6]([N:8]1[CH2:13][CH2:12][N:11]([C:14]2[CH:19]=[CH:18][C:17]([O:20][CH2:21][C:22]([OH:27])([CH3:26])[CH2:23][CH2:24][O:25][S:28]([C:31]3[CH:37]=[CH:36][C:34]([CH3:35])=[CH:33][CH:32]=3)(=[O:30])=[O:29])=[CH:16][CH:15]=2)[CH2:10][CH2:9]1)=[O:7])([CH3:4])([CH3:2])[CH3:3]. The catalyst class is: 4. (6) Reactant: [O:1]([C:8]1[CH:9]=[CH:10][C:11]([NH2:14])=[N:12][CH:13]=1)[C:2]1[CH:7]=[CH:6][CH:5]=[CH:4][CH:3]=1.[Cl:15][C:16]1[C:17]([CH3:26])=[C:18]([S:22](Cl)(=[O:24])=[O:23])[CH:19]=[CH:20][CH:21]=1. Product: [Cl:15][C:16]1[C:17]([CH3:26])=[C:18]([S:22]([NH:14][C:11]2[CH:10]=[CH:9][C:8]([O:1][C:2]3[CH:3]=[CH:4][CH:5]=[CH:6][CH:7]=3)=[CH:13][N:12]=2)(=[O:24])=[O:23])[CH:19]=[CH:20][CH:21]=1. The catalyst class is: 17. (7) Reactant: [CH3:1][N:2]1[CH2:6][CH2:5][CH2:4][C@H:3]1[CH2:7][C:8]1[CH:16]=[C:15]2[C:11]([CH:12]=[CH:13]N2)=CC=1.[BH3-][C:18]#[N:19].[Na+].[O:21]1[CH2:26][CH2:25][C:24](=O)[CH2:23][CH2:22]1.[OH-].[K+].Cl[CH2:31]Cl. Product: [CH3:1][N:2]1[CH2:6][CH2:5][CH2:4][C@H:3]1[CH2:7][CH:8]1[CH2:16][C:15]2[C:18](=[CH:31][CH:13]=[CH:12][CH:11]=2)[N:19]1[CH:24]1[CH2:25][CH2:26][O:21][CH2:22][CH2:23]1. The catalyst class is: 15. (8) Reactant: O.[Cl:2][C:3]1[CH:8]=[CH:7][CH:6]=[CH:5][C:4]=1[CH:9]([N:13]1[CH2:18][CH2:17][C:16]2[S:19][CH:20]=[CH:21][C:15]=2[CH2:14]1)[C:10]([OH:12])=[O:11].[NH2:22][C@H:23]([CH2:35][OH:36])[C@@H:24]([C:26]1[CH:31]=[CH:30][C:29]([N+]([O-])=O)=[CH:28][CH:27]=1)[OH:25]. Product: [NH2:22][C@H:23]([CH2:35][OH:36])[C@@H:24]([C:26]1[CH:27]=[CH:28][CH:29]=[CH:30][CH:31]=1)[OH:25].[Cl:2][C:3]1[CH:8]=[CH:7][CH:6]=[CH:5][C:4]=1[C@H:9]([N:13]1[CH2:18][CH2:17][C:16]2[S:19][CH:20]=[CH:21][C:15]=2[CH2:14]1)[C:10]([OH:12])=[O:11]. The catalyst class is: 32. (9) The catalyst class is: 1. Product: [Cl:8][C:6]1[NH:7][C:2](=[O:15])[C:3]2[CH:11]=[N:10][N:9]([CH:12]([CH3:14])[CH3:13])[C:4]=2[N:5]=1. Reactant: Cl[C:2]1[N:7]=[C:6]([Cl:8])[N:5]=[C:4]2[N:9]([CH:12]([CH3:14])[CH3:13])[N:10]=[CH:11][C:3]=12.[OH-:15].[Na+]. (10) Reactant: [NH2:1][CH2:2][CH2:3][CH2:4][N:5]1[C:13]([S:14][C:15]2[C:23]([N:24]([CH3:26])[CH3:25])=[CH:22][C:18]3[O:19][CH2:20][O:21][C:17]=3[CH:16]=2)=[N:12][C:11]2[C:6]1=[N:7][CH:8]=[N:9][C:10]=2[NH2:27].C(N(CC)CC)C.[C:35](Cl)(=[O:40])[C:36]([CH3:39])([CH3:38])[CH3:37]. Product: [NH2:27][C:10]1[N:9]=[CH:8][N:7]=[C:6]2[C:11]=1[N:12]=[C:13]([S:14][C:15]1[C:23]([N:24]([CH3:26])[CH3:25])=[CH:22][C:18]3[O:19][CH2:20][O:21][C:17]=3[CH:16]=1)[N:5]2[CH2:4][CH2:3][CH2:2][NH:1][C:35](=[O:40])[C:36]([CH3:39])([CH3:38])[CH3:37]. The catalyst class is: 2.